Dataset: Full USPTO retrosynthesis dataset with 1.9M reactions from patents (1976-2016). Task: Predict the reactants needed to synthesize the given product. Given the product [NH:3]1[C:7]2[CH:8]=[CH:9][CH:10]=[CH:11][C:6]=2[N:5]=[C:4]1[C@H:12]([NH:22][C:33]([NH:32][C:35]1[CH:40]=[CH:39][CH:38]=[CH:37][C:36]=1[O:41][CH3:42])=[O:34])[CH2:13][C:14]1[CH:19]=[CH:18][C:17]([O:20][CH3:21])=[CH:16][CH:15]=1, predict the reactants needed to synthesize it. The reactants are: N#N.[NH:3]1[C:7]2[CH:8]=[CH:9][CH:10]=[CH:11][C:6]=2[N:5]=[C:4]1[C@H:12]([NH2:22])[CH2:13][C:14]1[CH:19]=[CH:18][C:17]([O:20][CH3:21])=[CH:16][CH:15]=1.CCN(C(C)C)C(C)C.[N:32]([C:35]1[CH:40]=[CH:39][CH:38]=[CH:37][C:36]=1[O:41][CH3:42])=[C:33]=[O:34].